The task is: Predict the product of the given reaction.. This data is from Forward reaction prediction with 1.9M reactions from USPTO patents (1976-2016). (1) Given the reactants [NH2:1][C:2]1[N:13]=[C:12]([Cl:14])[CH:11]=[CH:10][C:3]=1[C:4](N(OC)C)=[O:5].I[C:16]1[CH:17]=[C:18]([O:22][CH3:23])[CH:19]=[CH:20][CH:21]=1, predict the reaction product. The product is: [NH2:1][C:2]1[C:3]([C:4]([C:16]2[CH:21]=[CH:20][CH:19]=[C:18]([O:22][CH3:23])[CH:17]=2)=[O:5])=[CH:10][CH:11]=[C:12]([Cl:14])[N:13]=1. (2) Given the reactants Br[C:2]1[C:10]2[C:9]([C:11]#[N:12])=[CH:8][N:7]=[C:6]([O:13][CH3:14])[C:5]=2[N:4]([CH2:15][O:16][CH2:17][CH2:18][Si:19]([CH3:22])([CH3:21])[CH3:20])[CH:3]=1.[CH3:23][C:24]1[CH:29]=[CH:28][CH:27]=[CH:26][C:25]=1B(O)O.C(=O)([O-])[O-].[Na+].[Na+], predict the reaction product. The product is: [CH3:14][O:13][C:6]1[C:5]2[N:4]([CH2:15][O:16][CH2:17][CH2:18][Si:19]([CH3:22])([CH3:21])[CH3:20])[CH:3]=[C:2]([C:25]3[CH:26]=[CH:27][CH:28]=[CH:29][C:24]=3[CH3:23])[C:10]=2[C:9]([C:11]#[N:12])=[CH:8][N:7]=1. (3) Given the reactants Cl.[S:2]1[C:10]2[C:5](=[N:6][CH:7]=[CH:8][CH:9]=2)[N:4]=[C:3]1[O:11][C:12]1[CH:23]=[CH:22][C:15]2[C:16]([C:19](Cl)=[O:20])=[CH:17][O:18][C:14]=2[CH:13]=1.C[CH2:25][N:26](CC)CC.Cl.Cl.CN.C([O-])(O)=O.[Na+], predict the reaction product. The product is: [CH3:25][NH:26][C:19]([C:16]1[C:15]2[CH:22]=[CH:23][C:12]([O:11][C:3]3[S:2][C:10]4[C:5]([N:4]=3)=[N:6][CH:7]=[CH:8][CH:9]=4)=[CH:13][C:14]=2[O:18][CH:17]=1)=[O:20]. (4) The product is: [I:1][C:2]1[CH:3]=[C:4]([CH:8]=[CH:9][CH:10]=1)[C:5]([NH:19][C:18]1[CH:17]=[CH:16][C:15]([O:14][CH:11]([CH3:13])[CH3:12])=[CH:21][CH:20]=1)=[O:7]. Given the reactants [I:1][C:2]1[CH:3]=[C:4]([CH:8]=[CH:9][CH:10]=1)[C:5]([OH:7])=O.[CH:11]([O:14][C:15]1[CH:21]=[CH:20][C:18]([NH2:19])=[CH:17][CH:16]=1)([CH3:13])[CH3:12], predict the reaction product. (5) The product is: [Cl:19][C:14]1[CH:15]=[CH:16][CH:17]=[CH:18][C:13]=1[CH:11]([O:10][C:9]1[CH:8]=[C:7]([C:20]2[CH:21]=[N:22][CH:23]=[CH:24][CH:25]=2)[S:6][C:5]=1[C:3]([NH2:26])=[O:2])[CH3:12]. Given the reactants C[O:2][C:3]([C:5]1[S:6][C:7]([C:20]2[CH:21]=[N:22][CH:23]=[CH:24][CH:25]=2)=[CH:8][C:9]=1[O:10][CH:11]([C:13]1[CH:18]=[CH:17][CH:16]=[CH:15][C:14]=1[Cl:19])[CH3:12])=O.[NH3:26], predict the reaction product. (6) The product is: [CH2:1]([N:8]1[CH2:13][CH2:12][CH:11]([C:14]([NH:16][C:17]2[CH:22]=[CH:21][C:20]([CH2:23][NH:24][C:25]3[C:34]4[C:29](=[CH:30][CH:31]=[C:32]([CH3:35])[CH:33]=4)[N:28]=[C:27]([N:45]4[CH2:46][CH2:47][CH:42]([N:37]5[CH2:41][CH2:40][CH2:39][CH2:38]5)[CH2:43][CH2:44]4)[N:26]=3)=[CH:19][CH:18]=2)=[O:15])[CH2:10][CH2:9]1)[C:2]1[CH:7]=[CH:6][CH:5]=[CH:4][CH:3]=1. Given the reactants [CH2:1]([N:8]1[CH2:13][CH2:12][CH:11]([C:14]([NH:16][C:17]2[CH:22]=[CH:21][C:20]([CH2:23][NH:24][C:25]3[C:34]4[C:29](=[CH:30][CH:31]=[C:32]([CH3:35])[CH:33]=4)[N:28]=[C:27](Cl)[N:26]=3)=[CH:19][CH:18]=2)=[O:15])[CH2:10][CH2:9]1)[C:2]1[CH:7]=[CH:6][CH:5]=[CH:4][CH:3]=1.[N:37]1([CH:42]2[CH2:47][CH2:46][NH:45][CH2:44][CH2:43]2)[CH2:41][CH2:40][CH2:39][CH2:38]1, predict the reaction product. (7) Given the reactants ClC(Cl)(Cl)C(Cl)(Cl)Cl.[C:9]([O:13][C:14]([N:16]1[CH2:21][CH2:20][N:19]([CH2:22][C:23]([NH:25][NH:26][C:27]2[CH:32]=[CH:31][C:30]([F:33])=[CH:29][N:28]=2)=O)[CH2:18][CH2:17]1)=[O:15])([CH3:12])([CH3:11])[CH3:10].C1(P(C2C=CC=CC=2)C2C=CC=CC=2)C=CC=CC=1.C(N(CC)CC)C, predict the reaction product. The product is: [C:9]([O:13][C:14]([N:16]1[CH2:21][CH2:20][N:19]([CH2:22][C:23]2[N:28]3[CH:29]=[C:30]([F:33])[CH:31]=[CH:32][C:27]3=[N:26][N:25]=2)[CH2:18][CH2:17]1)=[O:15])([CH3:12])([CH3:11])[CH3:10].